Dataset: Forward reaction prediction with 1.9M reactions from USPTO patents (1976-2016). Task: Predict the product of the given reaction. (1) Given the reactants [C:1]([O:5][C:6](=[O:28])[NH:7][C:8]1([C:12]2[CH:17]=[CH:16][C:15]([C:18](=O)[CH:19](Br)[C:20]3[CH:25]=[CH:24][CH:23]=[CH:22][CH:21]=3)=[CH:14][CH:13]=2)[CH2:11][CH2:10][CH2:9]1)([CH3:4])([CH3:3])[CH3:2].C[O:30][C:31]1[CH:36]=[CH:35][N:34]=[C:33]([NH2:37])[N:32]=1, predict the reaction product. The product is: [C:1]([O:5][C:6](=[O:28])[NH:7][C:8]1([C:12]2[CH:17]=[CH:16][C:15]([C:18]3[N:37]=[C:33]4[N:32]=[C:31]([OH:30])[CH:36]=[CH:35][N:34]4[C:19]=3[C:20]3[CH:21]=[CH:22][CH:23]=[CH:24][CH:25]=3)=[CH:14][CH:13]=2)[CH2:9][CH2:10][CH2:11]1)([CH3:4])([CH3:2])[CH3:3]. (2) Given the reactants [CH2:1]([O:3][C:4](=[O:13])[C:5](=[N+:11]=[N-:12])[C:6](=O)[CH:7]([F:9])[F:8])[CH3:2].[CH3:14][O:15][C:16]([CH:18]=P(C1C=CC=CC=1)(C1C=CC=CC=1)C1C=CC=CC=1)=[O:17], predict the reaction product. The product is: [CH3:14][O:15][C:16](=[O:17])/[CH:18]=[C:6](/[CH:7]([F:9])[F:8])\[C:5](=[N+:11]=[N-:12])[C:4]([O:3][CH2:1][CH3:2])=[O:13]. (3) Given the reactants F[C:2]1[CH:7]=[C:6]([F:8])[CH:5]=[CH:4][C:3]=1[C:9]1[N:14]=[CH:13][N:12]=[C:11]([NH:15][C:16]2[CH:21]=[CH:20][CH:19]=[C:18]([CH2:22][S:23]([CH3:26])(=[O:25])=[O:24])[CH:17]=2)[N:10]=1.[CH2:27]([OH:31])[CH2:28][CH2:29][CH3:30], predict the reaction product. The product is: [CH2:27]([O:31][C:2]1[CH:7]=[C:6]([F:8])[CH:5]=[CH:4][C:3]=1[C:9]1[N:14]=[CH:13][N:12]=[C:11]([NH:15][C:16]2[CH:21]=[CH:20][CH:19]=[C:18]([CH2:22][S:23]([CH3:26])(=[O:25])=[O:24])[CH:17]=2)[N:10]=1)[CH2:28][CH2:29][CH3:30]. (4) Given the reactants [Cl:1][C:2]1[CH:3]=[N:4][C:5]([N:8]2[CH2:13][CH2:12][CH:11]([C@H:14]3[CH2:16][C@H:15]3[CH2:17][CH2:18][NH2:19])[CH2:10][CH2:9]2)=[N:6][CH:7]=1.C1CCN2C(=NCCC2)CC1.F[C:32]1[CH:37]=[CH:36][C:35]([S:38]([CH3:41])(=[O:40])=[O:39])=[CH:34][CH:33]=1.O, predict the reaction product. The product is: [Cl:1][C:2]1[CH:3]=[N:4][C:5]([N:8]2[CH2:13][CH2:12][CH:11]([C@H:14]3[CH2:16][C@H:15]3[CH2:17][CH2:18][NH:19][C:32]3[CH:37]=[CH:36][C:35]([S:38]([CH3:41])(=[O:40])=[O:39])=[CH:34][CH:33]=3)[CH2:10][CH2:9]2)=[N:6][CH:7]=1.